Dataset: Forward reaction prediction with 1.9M reactions from USPTO patents (1976-2016). Task: Predict the product of the given reaction. Given the reactants [CH2:1]([NH:8][C:9]([NH:11][NH2:12])=[S:10])[C:2]1[CH:7]=[CH:6][CH:5]=[CH:4][CH:3]=1.[F:13][C:14]1[CH:23]=[C:22]2[C:17]([CH:18]=[CH:19][CH:20]=[N:21]2)=[CH:16][C:15]=1[CH2:24][C:25]1[N:29]2[N:30]=[C:31]([C:34](=O)[CH3:35])[CH:32]=[CH:33][C:28]2=[N:27][CH:26]=1, predict the reaction product. The product is: [CH2:1]([NH:8][C:9]([NH:11]/[N:12]=[C:34](/[C:31]1[CH:32]=[CH:33][C:28]2[N:29]([C:25]([CH2:24][C:15]3[CH:16]=[C:17]4[C:22](=[CH:23][C:14]=3[F:13])[N:21]=[CH:20][CH:19]=[CH:18]4)=[CH:26][N:27]=2)[N:30]=1)\[CH3:35])=[S:10])[C:2]1[CH:7]=[CH:6][CH:5]=[CH:4][CH:3]=1.